Dataset: NCI-60 drug combinations with 297,098 pairs across 59 cell lines. Task: Regression. Given two drug SMILES strings and cell line genomic features, predict the synergy score measuring deviation from expected non-interaction effect. (1) Drug 1: C1CN(CCN1C(=O)CCBr)C(=O)CCBr. Drug 2: C1CC(=O)NC(=O)C1N2C(=O)C3=CC=CC=C3C2=O. Cell line: NCI-H522. Synergy scores: CSS=16.3, Synergy_ZIP=-6.84, Synergy_Bliss=0.614, Synergy_Loewe=-8.99, Synergy_HSA=-0.396. (2) Drug 2: C1=CN(C=N1)CC(O)(P(=O)(O)O)P(=O)(O)O. Synergy scores: CSS=4.89, Synergy_ZIP=-4.04, Synergy_Bliss=-3.42, Synergy_Loewe=-1.28, Synergy_HSA=-1.01. Drug 1: CNC(=O)C1=NC=CC(=C1)OC2=CC=C(C=C2)NC(=O)NC3=CC(=C(C=C3)Cl)C(F)(F)F. Cell line: MOLT-4. (3) Drug 1: C1CCC(CC1)NC(=O)N(CCCl)N=O. Drug 2: CC(C)(C#N)C1=CC(=CC(=C1)CN2C=NC=N2)C(C)(C)C#N. Cell line: SW-620. Synergy scores: CSS=22.4, Synergy_ZIP=-9.03, Synergy_Bliss=-3.81, Synergy_Loewe=-4.85, Synergy_HSA=-5.13. (4) Drug 1: C1=CC(=CC=C1CC(C(=O)O)N)N(CCCl)CCCl.Cl. Drug 2: CCCS(=O)(=O)NC1=C(C(=C(C=C1)F)C(=O)C2=CNC3=C2C=C(C=N3)C4=CC=C(C=C4)Cl)F. Cell line: K-562. Synergy scores: CSS=8.35, Synergy_ZIP=0.369, Synergy_Bliss=2.85, Synergy_Loewe=-39.3, Synergy_HSA=-2.56.